From a dataset of Full USPTO retrosynthesis dataset with 1.9M reactions from patents (1976-2016). Predict the reactants needed to synthesize the given product. Given the product [C:34]([O:33][CH2:32][C@@H:30]1[CH2:29][O:28][C:27](=[O:26])[N:31]1[C:2]1[CH:3]=[CH:4][C:5]([C:10]([N:12]2[CH2:17][CH2:16][N:15]([C:18]3[C:23]([CH3:24])=[CH:22][C:21]([CH3:25])=[CH:20][N:19]=3)[CH2:14][CH2:13]2)=[O:11])=[C:6]([C:7]#[N:8])[CH:9]=1)(=[O:41])[C:35]1[CH:36]=[CH:37][CH:38]=[CH:39][CH:40]=1, predict the reactants needed to synthesize it. The reactants are: Br[C:2]1[CH:3]=[CH:4][C:5]([C:10]([N:12]2[CH2:17][CH2:16][N:15]([C:18]3[C:23]([CH3:24])=[CH:22][C:21]([CH3:25])=[CH:20][N:19]=3)[CH2:14][CH2:13]2)=[O:11])=[C:6]([CH:9]=1)[C:7]#[N:8].[O:26]=[C:27]1[NH:31][C@H:30]([CH2:32][O:33][C:34](=[O:41])[C:35]2[CH:40]=[CH:39][CH:38]=[CH:37][CH:36]=2)[CH2:29][O:28]1.